From a dataset of Drug-target binding data from BindingDB using IC50 measurements. Regression. Given a target protein amino acid sequence and a drug SMILES string, predict the binding affinity score between them. We predict pIC50 (pIC50 = -log10(IC50 in M); higher means more potent). Dataset: bindingdb_ic50. (1) The small molecule is O=C(O)c1ccc(=S)n(CC(=O)c2ccccc2)c1. The target protein sequence is MLFSRFVLLAFGSVAAVSASSIYARGRGGSSTDQPVANPYNTKEISLAAGLVQQTYCDSTENGLKIGDSELLYTMGEGYARQRVNIYHSPSLGIAVAIEGTNLFSLNSDLHDAKFWQEDPNERYIQYYPKGTKLMHGFQQAYNDLMDDIFTAVKKYKKEKNEKRVTVIGHSLGAAMGLLCAMDIELRMDGGLYKTYLFGLPRLGNPTFASFVDQKIGDKFHSIINGRDWVPTVPPRALGYQHPSDYVWIYPGNSTSAKLYPGQENVHGILTVAREFNFDDHQGIYFHTQIGAVMGECPAQVGAH. The pIC50 is 4.0. (2) The small molecule is Cc1cc(NS(=O)(=O)c2ccc(NC(=O)Cc3ccc(Cl)c(F)c3)cc2)no1. The target protein (O15648) has sequence MAVESRSRVTSKLVKAHRAMLNSVTQEDLKVDRLPGADYPNPSKKYSSRTEFRDKTDYIMYNPRPRDEPSSENPVSVSPLLCELAAARSRIHFNPTETTIGIVTCGGICPGLNDVIRSITLTGINVYNVKRVIGFRFGYWGLSKKGSQTAIELHRGRVTNIHHYGGTILGSSRGPQDPKEMVDTLERLGVNILFTVGGDGTQRGALVISQEAKRRGVDISVFGVPKTIDNDLSFSHRTFGFQTAVEKAVQAIRAAYAEAVSANYGVGVVKLMGRDSGFIAAQAAVASAQANICLVPENPISEQEVMSLLERRFCHSRSCVIIVAEGFGQDWGRGSGGYDASGNKKLIDIGVILTEKVKAFLKANKSRYPDSTVKYIDPSYMIRACPPSANDALFCATLATLAVHEAMAGATGCIIAMRHNNYILVPIKVATSVRRVLDLRGQLWRQVREITVDLGSDVRLARKLEIRRELEAINRNRDRLHEELAKL. The pIC50 is 6.2.